This data is from Forward reaction prediction with 1.9M reactions from USPTO patents (1976-2016). The task is: Predict the product of the given reaction. (1) Given the reactants [F:1][C:2]1[CH:3]=[C:4]([CH2:8][CH2:9][C:10]([OH:12])=O)[CH:5]=[CH:6][CH:7]=1.[NH:13]([C:15]([C:17]1[CH:22]=[CH:21][N:20]=[C:19]([NH:23][C:24](=[O:30])[O:25][C:26]([CH3:29])([CH3:28])[CH3:27])[CH:18]=1)=[O:16])[NH2:14], predict the reaction product. The product is: [F:1][C:2]1[CH:3]=[C:4]([CH2:8][CH2:9][C:10]([NH:14][NH:13][C:15]([C:17]2[CH:22]=[CH:21][N:20]=[C:19]([NH:23][C:24](=[O:30])[O:25][C:26]([CH3:28])([CH3:27])[CH3:29])[CH:18]=2)=[O:16])=[O:12])[CH:5]=[CH:6][CH:7]=1. (2) Given the reactants [CH2:1]([O:3][P:4]([CH2:9][NH:10][C:11]1[CH:20]=[CH:19][C:18]2[C:13](=[C:14]([C:22]3[C:31]4[C:26](=[CH:27][CH:28]=[CH:29][CH:30]=4)[CH:25]=[CH:24][CH:23]=3)[CH:15]=[C:16](I)[CH:17]=2)[N:12]=1)(=[O:8])[O:5][CH2:6][CH3:7])[CH3:2].[CH:32]([Si:35]([CH:47]([CH3:49])[CH3:48])([CH:44]([CH3:46])[CH3:45])[N:36]1[CH:40]=[CH:39][C:38](B(O)O)=[CH:37]1)([CH3:34])[CH3:33].C([O-])([O-])=O.[Na+].[Na+], predict the reaction product. The product is: [CH2:1]([O:3][P:4]([CH2:9][NH:10][C:11]1[CH:20]=[CH:19][C:18]2[C:13](=[C:14]([C:22]3[C:31]4[C:26](=[CH:27][CH:28]=[CH:29][CH:30]=4)[CH:25]=[CH:24][CH:23]=3)[CH:15]=[C:16]([C:38]3[CH:39]=[CH:40][N:36]([Si:35]([CH:44]([CH3:46])[CH3:45])([CH:47]([CH3:49])[CH3:48])[CH:32]([CH3:33])[CH3:34])[CH:37]=3)[CH:17]=2)[N:12]=1)(=[O:8])[O:5][CH2:6][CH3:7])[CH3:2].